This data is from Forward reaction prediction with 1.9M reactions from USPTO patents (1976-2016). The task is: Predict the product of the given reaction. (1) Given the reactants CCN=C=NCCCN(C)C.[Cl:12][C:13]1[CH:18]=[CH:17][C:16]([C:19]2[N:23]([C:24]3[CH:29]=[CH:28][CH:27]=[CH:26][C:25]=3[Cl:30])[N:22]=[C:21]([C:31]([OH:33])=O)[C:20]=2[CH2:34][C:35]#[N:36])=[CH:15][CH:14]=1.[CH:37]1[CH:38]=[CH:39][C:40]2N(O)N=[N:43][C:41]=2[CH:42]=1.[N:47]1(C2N=CC=CN=2)[CH2:52][CH2:51]N[CH2:49][CH2:48]1, predict the reaction product. The product is: [Cl:12][C:13]1[CH:14]=[CH:15][C:16]([C:19]2[N:23]([C:24]3[CH:29]=[CH:28][CH:27]=[CH:26][C:25]=3[Cl:30])[N:22]=[C:21]([C:31]([N:47]3[CH2:52][CH2:51][N:43]([C:41]4[CH:42]=[CH:37][CH:38]=[CH:39][CH:40]=4)[CH2:49][CH2:48]3)=[O:33])[C:20]=2[CH2:34][C:35]#[N:36])=[CH:17][CH:18]=1. (2) Given the reactants [F:1][C:2]([F:7])([F:6])[C:3]([OH:5])=[O:4].FC(F)(F)C(O)=O.[NH2:15][CH2:16][CH2:17][C:18]([NH:20][C:21]1[CH:22]=[CH:23][C:24]2[NH:25][C:26]3[N:42]=[C:30]([NH:31][C:32]4[CH:33]=[CH:34][CH:35]=[C:36]([CH:41]=4)[CH2:37][CH2:38][C:39]=1[CH:40]=2)[N:29]=[CH:28][C:27]=3[Cl:43])=[O:19].[C:44]1([N:50]=[C:51]=[O:52])[CH:49]=[CH:48][CH:47]=[CH:46][CH:45]=1, predict the reaction product. The product is: [F:1][C:2]([F:7])([F:6])[C:3]([OH:5])=[O:4].[NH:50]([C:51]([NH:15][CH2:16][CH2:17][C:18]([NH:20][C:21]1[CH:22]=[CH:23][C:24]2[NH:25][C:26]3[N:42]=[C:30]([NH:31][C:32]4[CH:33]=[CH:34][CH:35]=[C:36]([CH:41]=4)[CH2:37][CH2:38][C:39]=1[CH:40]=2)[N:29]=[CH:28][C:27]=3[Cl:43])=[O:19])=[O:52])[C:44]1[CH:49]=[CH:48][CH:47]=[CH:46][CH:45]=1. (3) Given the reactants [N+:1]([C:4]1[CH:5]=[N:6][C:7]2[C:12]([C:13]=1[NH:14][CH2:15][CH2:16][O:17][C:18]1[CH:23]=[CH:22][CH:21]=[CH:20][CH:19]=1)=[CH:11][CH:10]=[C:9]([C:24]1[CH:29]=[CH:28][CH:27]=[CH:26][CH:25]=1)[CH:8]=2)([O-])=O, predict the reaction product. The product is: [O:17]([CH2:16][CH2:15][NH:14][C:13]1[C:12]2[C:7](=[CH:8][C:9]([C:24]3[CH:29]=[CH:28][CH:27]=[CH:26][CH:25]=3)=[CH:10][CH:11]=2)[N:6]=[CH:5][C:4]=1[NH2:1])[C:18]1[CH:23]=[CH:22][CH:21]=[CH:20][CH:19]=1. (4) Given the reactants Cl.[CH3:2][C:3]1[CH:11]=[C:10]([O:12][CH2:13][CH2:14][CH2:15][CH:16]2[CH2:21][CH2:20][NH:19][CH2:18][CH2:17]2)[CH:9]=[CH:8][C:4]=1[C:5]([OH:7])=[O:6].[C:22]([C:26]1[CH:27]=[CH:28][C:29](Cl)=[N:30][CH:31]=1)([CH3:25])([CH3:24])[CH3:23], predict the reaction product. The product is: [C:22]([C:26]1[CH:27]=[CH:28][C:29]([N:19]2[CH2:18][CH2:17][CH:16]([CH2:15][CH2:14][CH2:13][O:12][C:10]3[CH:9]=[CH:8][C:4]([C:5]([OH:7])=[O:6])=[C:3]([CH3:2])[CH:11]=3)[CH2:21][CH2:20]2)=[N:30][CH:31]=1)([CH3:25])([CH3:24])[CH3:23].